From a dataset of Reaction yield outcomes from USPTO patents with 853,638 reactions. Predict the reaction yield, written as a fraction of the theoretical maximum amount of product (1.0 means a 100% yield; for example, 0.34 means a 34% yield). (1) The reactants are [F:1][C:2]1[CH:10]=[C:9]2[C:5]([CH:6]=[N:7][N:8]2[CH3:11])=[C:4]([C:12](=O)[CH3:13])[CH:3]=1.Cl.[NH2:16][OH:17].CC([O-])=O.[Na+]. The catalyst is CCO. The product is [F:1][C:2]1[CH:10]=[C:9]2[C:5]([CH:6]=[N:7][N:8]2[CH3:11])=[C:4]([C:12](=[N:16][OH:17])[CH3:13])[CH:3]=1. The yield is 0.870. (2) The reactants are S(Cl)(Cl)=O.[O:5]=[C:6]1[NH:10][C@H:9]([C:11]([OH:13])=[O:12])[CH2:8][CH2:7]1.[CH2:14](N(CC)CC)C.[C:21](O[C:21]([O:23][C:24]([CH3:27])([CH3:26])[CH3:25])=[O:22])([O:23][C:24]([CH3:27])([CH3:26])[CH3:25])=[O:22].Cl. The catalyst is CO.CN(C1C=CN=CC=1)C.CCOC(C)=O. The product is [O:5]=[C:6]1[N:10]([C:21]([O:23][C:24]([CH3:27])([CH3:26])[CH3:25])=[O:22])[C@H:9]([C:11]([O:13][CH3:14])=[O:12])[CH2:8][CH2:7]1. The yield is 0.860.